From a dataset of Catalyst prediction with 721,799 reactions and 888 catalyst types from USPTO. Predict which catalyst facilitates the given reaction. (1) Product: [C:1]([O:5][C:6]([NH:8][C@H:9]([C:18]([O:20][CH3:21])=[O:19])[CH2:10][C:11]1[CH:12]=[CH:13][C:14]([O:17][CH2:40][CH2:39][C:37]2[CH:36]=[CH:35][C:31]3[O:32][CH2:33][CH2:34][N:29]([C:27]([O:26][C:22]([CH3:23])([CH3:25])[CH3:24])=[O:28])[C:30]=3[N:38]=2)=[CH:15][CH:16]=1)=[O:7])([CH3:3])([CH3:4])[CH3:2]. The catalyst class is: 2. Reactant: [C:1]([O:5][C:6]([NH:8][C@H:9]([C:18]([O:20][CH3:21])=[O:19])[CH2:10][C:11]1[CH:16]=[CH:15][C:14]([OH:17])=[CH:13][CH:12]=1)=[O:7])([CH3:4])([CH3:3])[CH3:2].[C:22]([O:26][C:27]([N:29]1[CH2:34][CH2:33][O:32][C:31]2[CH:35]=[CH:36][C:37]([CH2:39][CH2:40]O)=[N:38][C:30]1=2)=[O:28])([CH3:25])([CH3:24])[CH3:23].C1(P(C2C=CC=CC=2)C2C=CC=CC=2)C=CC=CC=1. (2) Reactant: [C:1]([O:9][CH:10]([CH2:13][O:14][C@H:15]1[O:44][C@H:43]([CH2:45][O:46][CH2:47][C:48]2[CH:53]=[CH:52][CH:51]=[CH:50][CH:49]=2)[C@@H:34]([O:35][CH2:36][C:37]2[CH:42]=[CH:41][CH:40]=[CH:39][CH:38]=2)[C@H:25]([O:26][CH2:27][C:28]2[CH:33]=[CH:32][CH:31]=[CH:30][CH:29]=2)[C@@H:16]1[O:17][CH2:18][C:19]1[CH:24]=[CH:23][CH:22]=[CH:21][CH:20]=1)[CH2:11][OH:12])(=[O:8])[C:2]1[CH:7]=[CH:6][CH:5]=[CH:4][CH:3]=1.P([O-])([O-])[O-].IN1[C:63](=[O:64])[CH2:62][CH2:61][C:60]1=[O:65].FC(F)(F)S(O)(=O)=O. Product: [C:1]([O:9][CH:10]([CH2:11][O:12][C@H:60]1[O:65][C@H:11]([CH2:10][O:9][CH2:1][C:2]2[CH:3]=[CH:4][CH:5]=[CH:6][CH:7]=2)[C@@H:63]([O:64][CH2:36][C:37]2[CH:38]=[CH:39][CH:40]=[CH:41][CH:42]=2)[C@H:62]([O:17][CH2:18][C:19]2[CH:24]=[CH:23][CH:22]=[CH:21][CH:20]=2)[C@@H:61]1[O:26][CH2:27][C:28]1[CH:29]=[CH:30][CH:31]=[CH:32][CH:33]=1)[CH2:13][O:14][C@H:15]1[O:44][C@H:43]([CH2:45][O:46][CH2:47][C:48]2[CH:49]=[CH:50][CH:51]=[CH:52][CH:53]=2)[C@@H:34]([O:35][CH2:36][C:37]2[CH:38]=[CH:39][CH:40]=[CH:41][CH:42]=2)[C@H:25]([O:26][CH2:27][C:28]2[CH:29]=[CH:30][CH:31]=[CH:32][CH:33]=2)[C@@H:16]1[O:17][CH2:18][C:19]1[CH:24]=[CH:23][CH:22]=[CH:21][CH:20]=1)(=[O:8])[C:2]1[CH:7]=[CH:6][CH:5]=[CH:4][CH:3]=1. The catalyst class is: 28.